From a dataset of NCI-60 drug combinations with 297,098 pairs across 59 cell lines. Regression. Given two drug SMILES strings and cell line genomic features, predict the synergy score measuring deviation from expected non-interaction effect. (1) Synergy scores: CSS=-1.99, Synergy_ZIP=1.09, Synergy_Bliss=2.01, Synergy_Loewe=-1.30, Synergy_HSA=-0.811. Drug 2: C1=CC=C(C(=C1)C(C2=CC=C(C=C2)Cl)C(Cl)Cl)Cl. Drug 1: CN1C(=O)N2C=NC(=C2N=N1)C(=O)N. Cell line: OVCAR-4. (2) Drug 2: C1=NC2=C(N=C(N=C2N1C3C(C(C(O3)CO)O)O)F)N. Drug 1: C1=CC(=CC=C1CC(C(=O)O)N)N(CCCl)CCCl.Cl. Synergy scores: CSS=76.8, Synergy_ZIP=0.958, Synergy_Bliss=0.172, Synergy_Loewe=-4.16, Synergy_HSA=-0.879. Cell line: HL-60(TB). (3) Drug 1: C1CN(P(=O)(OC1)NCCCl)CCCl. Drug 2: C1C(C(OC1N2C=NC(=NC2=O)N)CO)O. Cell line: UO-31. Synergy scores: CSS=6.76, Synergy_ZIP=-0.883, Synergy_Bliss=2.49, Synergy_Loewe=-4.24, Synergy_HSA=0.545. (4) Drug 1: C(=O)(N)NO. Drug 2: C1=NC2=C(N=C(N=C2N1C3C(C(C(O3)CO)O)F)Cl)N. Cell line: HCT116. Synergy scores: CSS=24.5, Synergy_ZIP=-7.96, Synergy_Bliss=-7.36, Synergy_Loewe=-64.1, Synergy_HSA=-4.89. (5) Drug 1: C1=CC(=CC=C1CC(C(=O)O)N)N(CCCl)CCCl.Cl. Drug 2: CC1CCCC2(C(O2)CC(NC(=O)CC(C(C(=O)C(C1O)C)(C)C)O)C(=CC3=CSC(=N3)C)C)C. Cell line: IGROV1. Synergy scores: CSS=16.8, Synergy_ZIP=-2.01, Synergy_Bliss=1.37, Synergy_Loewe=0.0495, Synergy_HSA=0.481. (6) Drug 1: C1=NC(=NC(=O)N1C2C(C(C(O2)CO)O)O)N. Drug 2: C1=CC=C(C(=C1)C(C2=CC=C(C=C2)Cl)C(Cl)Cl)Cl. Cell line: UO-31. Synergy scores: CSS=7.74, Synergy_ZIP=-1.93, Synergy_Bliss=0.578, Synergy_Loewe=3.85, Synergy_HSA=1.20. (7) Drug 1: C(=O)(N)NO. Drug 2: CC1C(C(CC(O1)OC2CC(CC3=C2C(=C4C(=C3O)C(=O)C5=C(C4=O)C(=CC=C5)OC)O)(C(=O)CO)O)N)O.Cl. Cell line: SK-MEL-28. Synergy scores: CSS=23.3, Synergy_ZIP=0.597, Synergy_Bliss=2.20, Synergy_Loewe=-27.5, Synergy_HSA=0.875. (8) Drug 2: C(CCl)NC(=O)N(CCCl)N=O. Drug 1: CC1=C(N=C(N=C1N)C(CC(=O)N)NCC(C(=O)N)N)C(=O)NC(C(C2=CN=CN2)OC3C(C(C(C(O3)CO)O)O)OC4C(C(C(C(O4)CO)O)OC(=O)N)O)C(=O)NC(C)C(C(C)C(=O)NC(C(C)O)C(=O)NCCC5=NC(=CS5)C6=NC(=CS6)C(=O)NCCC[S+](C)C)O. Cell line: UACC-257. Synergy scores: CSS=5.00, Synergy_ZIP=-3.41, Synergy_Bliss=-1.09, Synergy_Loewe=0.741, Synergy_HSA=0.817. (9) Drug 1: C1=CC(=CC=C1CCC2=CNC3=C2C(=O)NC(=N3)N)C(=O)NC(CCC(=O)O)C(=O)O. Drug 2: CC12CCC3C(C1CCC2OP(=O)(O)O)CCC4=C3C=CC(=C4)OC(=O)N(CCCl)CCCl.[Na+]. Cell line: U251. Synergy scores: CSS=36.3, Synergy_ZIP=-1.22, Synergy_Bliss=-1.51, Synergy_Loewe=-10.3, Synergy_HSA=0.276. (10) Drug 1: CNC(=O)C1=NC=CC(=C1)OC2=CC=C(C=C2)NC(=O)NC3=CC(=C(C=C3)Cl)C(F)(F)F. Drug 2: CC1C(C(CC(O1)OC2CC(CC3=C2C(=C4C(=C3O)C(=O)C5=CC=CC=C5C4=O)O)(C(=O)C)O)N)O. Cell line: SF-539. Synergy scores: CSS=59.8, Synergy_ZIP=11.3, Synergy_Bliss=12.4, Synergy_Loewe=-3.92, Synergy_HSA=14.4.